From a dataset of Catalyst prediction with 721,799 reactions and 888 catalyst types from USPTO. Predict which catalyst facilitates the given reaction. (1) Reactant: [CH3:1][C:2]1[N:3]=[N:4][N:5]([CH3:38])[C:6]=1[C:7]1[CH:19]=[N:18][C:17]2[C:16]3[CH:15]=[CH:14][C:13]([C:20]([NH2:23])([CH3:22])[CH3:21])=[C:12]([F:24])[C:11]=3[N:10]([C@@H:25]([CH:32]3[CH2:37][CH2:36][O:35][CH2:34][CH2:33]3)[C:26]3[CH:31]=[CH:30][CH:29]=[CH:28][CH:27]=3)[C:9]=2[CH:8]=1.[CH3:39][S:40](Cl)(=[O:42])=[O:41].C(N(CC)CC)C. Product: [CH3:1][C:2]1[N:3]=[N:4][N:5]([CH3:38])[C:6]=1[C:7]1[CH:19]=[N:18][C:17]2[C:16]3[CH:15]=[CH:14][C:13]([C:20]([NH:23][S:40]([CH3:39])(=[O:42])=[O:41])([CH3:22])[CH3:21])=[C:12]([F:24])[C:11]=3[N:10]([C@@H:25]([CH:32]3[CH2:37][CH2:36][O:35][CH2:34][CH2:33]3)[C:26]3[CH:27]=[CH:28][CH:29]=[CH:30][CH:31]=3)[C:9]=2[CH:8]=1. The catalyst class is: 2. (2) Reactant: [Si]([O:8][CH2:9][C:10]1[N:11]=[C:12]([C:15]2([OH:28])[CH2:20][CH2:19][N:18]([C:21]([O:23][C:24]([CH3:27])([CH3:26])[CH3:25])=[O:22])[CH2:17][CH2:16]2)[S:13][CH:14]=1)(C(C)(C)C)(C)C.F.F.F.C(N(CC)CC)C. The catalyst class is: 1. Product: [OH:28][C:15]1([C:12]2[S:13][CH:14]=[C:10]([CH2:9][OH:8])[N:11]=2)[CH2:16][CH2:17][N:18]([C:21]([O:23][C:24]([CH3:25])([CH3:26])[CH3:27])=[O:22])[CH2:19][CH2:20]1. (3) Reactant: C[O:2][C:3]1[CH:8]=[C:7]([O:9]C)[N:6]=[C:5]([CH2:11][C:12]([F:15])([F:14])[F:13])[N:4]=1.Cl[Si](C)(C)C.[I-].[Na+]. Product: [F:15][C:12]([F:13])([F:14])[CH2:11][C:5]1[N:4]=[C:3]([OH:2])[CH:8]=[C:7]([OH:9])[N:6]=1. The catalyst class is: 10. (4) Reactant: [Na].[P:2]([OH:7])([O:5][CH3:6])[O:3][CH3:4].[CH:8]([C:10]1[CH:18]=[CH:17][CH:16]=[CH:15][C:11]=1[C:12]([OH:14])=[O:13])=O.CS(O)(=O)=O. Product: [O:13]=[C:12]1[C:11]2[C:10](=[CH:18][CH:17]=[CH:16][CH:15]=2)[CH:8]([P:2](=[O:7])([O:5][CH3:6])[O:3][CH3:4])[O:14]1. The catalyst class is: 5. (5) Reactant: [NH2:1][C:2]1[CH:3]=[C:4]([CH:7]=[CH:8][C:9]=1[NH2:10])[C:5]#[N:6].O.[C:12](O)(=O)[CH:13]=[O:14]. Product: [O:14]=[C:13]1[CH:12]=[N:1][C:2]2[C:9](=[CH:8][CH:7]=[C:4]([C:5]#[N:6])[CH:3]=2)[NH:10]1. The catalyst class is: 33. (6) Reactant: [I-].[CH3:2][P+](C1C=CC=CC=1)(C1C=CC=CC=1)C1C=CC=CC=1.[Li]CCCC.[Br:27][C:28]1[CH:35]=[CH:34][C:33]([F:36])=[CH:32][C:29]=1[CH:30]=O. Product: [Br:27][C:28]1[CH:35]=[CH:34][C:33]([F:36])=[CH:32][C:29]=1[CH:30]=[CH2:2]. The catalyst class is: 30. (7) Reactant: Cl[CH2:2][N:3]1[CH:7]=[C:6]([C:8]([F:11])([F:10])[F:9])[C:5]([C:12]([O:14][CH2:15][CH3:16])=[O:13])=[CH:4]1.[F:17][C:18]([F:27])([F:26])[CH2:19][CH2:20][CH:21]([C:24]#[N:25])[C:22]#[N:23].C(=O)([O-])[O-].[K+].[K+].O. Product: [CH2:15]([O:14][C:12]([C:5]1[C:6]([C:8]([F:11])([F:10])[F:9])=[CH:7][N:3]([CH2:2][C:21]([CH2:20][CH2:19][C:18]([F:17])([F:26])[F:27])([C:22]#[N:23])[C:24]#[N:25])[CH:4]=1)=[O:13])[CH3:16]. The catalyst class is: 9. (8) Reactant: [OH:1][C:2]1[CH:9]=[CH:8][C:7]([C:10]([F:13])([F:12])[F:11])=[CH:6][C:3]=1[CH:4]=[O:5].[CH3:14][O:15][C:16]1[CH:23]=[CH:22][C:19]([CH2:20]Cl)=[CH:18][CH:17]=1.C(=O)([O-])[O-].[K+].[K+]. Product: [F:13][C:10]([F:11])([F:12])[C:7]1[CH:8]=[CH:9][C:2]([O:1][CH2:20][C:19]2[CH:22]=[CH:23][C:16]([O:15][CH3:14])=[CH:17][CH:18]=2)=[C:3]([CH:6]=1)[CH:4]=[O:5]. The catalyst class is: 31.